Dataset: Peptide-MHC class I binding affinity with 185,985 pairs from IEDB/IMGT. Task: Regression. Given a peptide amino acid sequence and an MHC pseudo amino acid sequence, predict their binding affinity value. This is MHC class I binding data. (1) The peptide sequence is YTKKYLLSF. The MHC is HLA-C06:02 with pseudo-sequence HLA-C06:02. The binding affinity (normalized) is 0.0847. (2) The peptide sequence is RRFTQAIYD. The MHC is HLA-B18:01 with pseudo-sequence HLA-B18:01. The binding affinity (normalized) is 0.0847.